Dataset: Full USPTO retrosynthesis dataset with 1.9M reactions from patents (1976-2016). Task: Predict the reactants needed to synthesize the given product. (1) The reactants are: [F:1][C:2]1[CH:3]=[C:4]([C:14]2[CH2:17][CH:16]([C:18]([NH:20][CH2:21][CH:22]([CH3:24])[CH3:23])=[O:19])[CH:15]=2)[CH:5]=[CH:6][C:7]=1[CH2:8][N:9]1[CH2:13][CH2:12][CH2:11][CH2:10]1.[H][H]. Given the product [CH2:21]([NH:20][C:18]([CH:16]1[CH2:17][CH:14]([C:4]2[CH:5]=[CH:6][C:7]([CH2:8][N:9]3[CH2:13][CH2:12][CH2:11][CH2:10]3)=[C:2]([F:1])[CH:3]=2)[CH2:15]1)=[O:19])[CH:22]([CH3:24])[CH3:23], predict the reactants needed to synthesize it. (2) Given the product [Cl:13][C:14]1[N:15]=[N:16][C:17]([CH2:20][N:8]2[C:9]3[C:5](=[CH:4][C:3]([O:2][CH3:1])=[CH:11][CH:10]=3)[CH:6]=[C:7]2[CH3:12])=[CH:18][CH:19]=1, predict the reactants needed to synthesize it. The reactants are: [CH3:1][O:2][C:3]1[CH:4]=[C:5]2[C:9](=[CH:10][CH:11]=1)[NH:8][C:7]([CH3:12])=[CH:6]2.[Cl:13][C:14]1[N:15]=[N:16][C:17]([CH2:20]Cl)=[CH:18][CH:19]=1. (3) Given the product [NH2:11][C:8]1[CH:9]=[C:10]2[C:5](=[CH:6][C:7]=1[N+:15]([O-:17])=[O:16])[N:4]([CH2:25][CH2:24][C:23]#[C:22][CH3:21])[C:3](=[O:18])[C:2]2([CH3:1])[CH3:19], predict the reactants needed to synthesize it. The reactants are: [CH3:1][C:2]1([CH3:19])[C:10]2[C:5](=[CH:6][C:7]([N+:15]([O-:17])=[O:16])=[C:8]([NH:11]C(=O)C)[CH:9]=2)[NH:4][C:3]1=[O:18].I[CH2:21][CH2:22][C:23]#[C:24][CH3:25].C([O-])([O-])=O.[K+].[K+]. (4) Given the product [F:1][C@H:2]1[CH2:6][N:5]([CH3:10])[C@H:4]([C:7]([OH:9])=[O:8])[CH2:3]1, predict the reactants needed to synthesize it. The reactants are: [F:1][C@H:2]1[CH2:6][NH:5][C@H:4]([C:7]([OH:9])=[O:8])[CH2:3]1.[CH2:10]=O.Cl. (5) The reactants are: [F:1][C:2]1[CH:7]=[CH:6][C:5]([CH2:8][CH2:9][CH2:10][CH:11]=[O:12])=[CH:4][CH:3]=1.CC(=CC)C.O.O.P([O-])(O)(O)=[O:21].[Na+].Cl([O-])=O.[Na+]. Given the product [F:1][C:2]1[CH:3]=[CH:4][C:5]([CH2:8][CH2:9][CH2:10][C:11]([OH:21])=[O:12])=[CH:6][CH:7]=1, predict the reactants needed to synthesize it. (6) Given the product [CH3:16][NH:17][CH2:9][CH2:8][CH2:7][S:5]([CH2:4][CH2:3][C:2]([F:15])([F:1])[C:11]([F:14])([F:13])[F:12])=[O:6], predict the reactants needed to synthesize it. The reactants are: [F:1][C:2]([F:15])([C:11]([F:14])([F:13])[F:12])[CH2:3][CH2:4][S:5]([CH2:7][CH2:8][CH2:9]Cl)=[O:6].[CH3:16][NH2:17].